This data is from Reaction yield outcomes from USPTO patents with 853,638 reactions. The task is: Predict the reaction yield, written as a fraction of the theoretical maximum amount of product (1.0 means a 100% yield; for example, 0.34 means a 34% yield). (1) The yield is 0.510. The catalyst is C(OCC)(=O)C. The product is [CH3:13][C:14]1[N:15]([CH2:39][C:40]2[C:48]3[C:43](=[CH:44][CH:45]=[CH:46][CH:47]=3)[N:42]([CH3:49])[N:41]=2)[C:16](=[O:38])[C:17]([CH2:23][C:24]2[CH:29]=[CH:28][C:27]([C:30]3[CH:35]=[CH:34][CH:33]=[CH:32][C:31]=3[C:36]3[NH:3][C:4](=[O:7])[O:5][N:37]=3)=[CH:26][CH:25]=2)=[C:18]([CH2:20][CH2:21][CH3:22])[N:19]=1. The reactants are [Cl-].O[NH3+:3].[C:4](=[O:7])([O-])[OH:5].[Na+].CS(C)=O.[CH3:13][C:14]1[N:15]([CH2:39][C:40]2[C:48]3[C:43](=[CH:44][CH:45]=[CH:46][CH:47]=3)[N:42]([CH3:49])[N:41]=2)[C:16](=[O:38])[C:17]([CH2:23][C:24]2[CH:29]=[CH:28][C:27]([C:30]3[C:31]([C:36]#[N:37])=[CH:32][CH:33]=[CH:34][CH:35]=3)=[CH:26][CH:25]=2)=[C:18]([CH2:20][CH2:21][CH3:22])[N:19]=1. (2) The reactants are [OH:1][C:2]1[CH:11]=[C:10]2[C:5]([C:6]([O:12][C:13]3[CH:14]=[C:15]4[C:19](=[CH:20][CH:21]=3)[NH:18][C:17]([CH3:22])=[CH:16]4)=[N:7][CH:8]=[N:9]2)=[CH:4][C:3]=1[O:23][CH3:24].C(=O)([O-])[O-].[K+].[K+].CC1C=CC(S(O[CH2:42][C@@H:43]2[O:45][CH2:44]2)(=O)=O)=CC=1. The catalyst is CN(C=O)C. The product is [CH3:24][O:23][C:3]1[CH:4]=[C:5]2[C:10](=[CH:11][C:2]=1[O:1][CH2:42][C@H:43]1[CH2:44][O:45]1)[N:9]=[CH:8][N:7]=[C:6]2[O:12][C:13]1[CH:14]=[C:15]2[C:19](=[CH:20][CH:21]=1)[NH:18][C:17]([CH3:22])=[CH:16]2. The yield is 0.530. (3) No catalyst specified. The reactants are Cl[C:2]1[N:7]=[C:6]([C:8]2[C:9]([C:17]3[CH:18]=[CH:19][C:20](OC)=[C:21]([NH:23][C:24](=[O:31])[CH2:25][C:26]4[S:27][CH:28]=[CH:29][CH:30]=4)[CH:22]=3)=[N:10][N:11]3[CH:16]=[CH:15][CH:14]=[CH:13][C:12]=23)[CH:5]=[CH:4][N:3]=1.Cl.Cl.CN(C)CCO[C:41]1[CH:42]=[C:43]([CH:45]=[CH:46][CH:47]=1)[NH2:44]. The yield is 0.300. The product is [NH2:7][CH:6]1[CH2:8][C:41]2[CH:42]=[C:43]([NH:44][C:2]3[N:7]=[C:6]([C:8]4[C:9]([C:17]5[CH:22]=[C:21]([NH:23][C:24](=[O:31])[CH2:25][C:26]6[S:27][CH:28]=[CH:29][CH:30]=6)[CH:20]=[CH:19][CH:18]=5)=[N:10][N:11]5[CH:16]=[CH:15][CH:14]=[CH:13][C:12]=45)[CH:5]=[CH:4][N:3]=3)[CH:45]=[CH:46][C:47]=2[CH2:4][CH2:5]1. (4) The reactants are [F:1][C:2]1[CH:26]=[CH:25][C:5]([CH2:6][N:7]2[C:11]3=[CH:12][N:13]=[C:14]([C:20]([O:22][CH2:23][CH3:24])=[O:21])[C:15]([C:16]#[C:17][CH2:18][OH:19])=[C:10]3[CH:9]=[CH:8]2)=[CH:4][CH:3]=1. The catalyst is CO.[Pd]. The product is [F:1][C:2]1[CH:3]=[CH:4][C:5]([CH2:6][N:7]2[C:11]3=[CH:12][N:13]=[C:14]([C:20]([O:22][CH2:23][CH3:24])=[O:21])[C:15]([CH2:16][CH2:17][CH2:18][OH:19])=[C:10]3[CH:9]=[CH:8]2)=[CH:25][CH:26]=1. The yield is 0.880. (5) The reactants are [C:1]([O:5][C:6]([N:8]([C:50]([O:52][C:53]([CH3:56])([CH3:55])[CH3:54])=[O:51])[C:9]1[N:10]=[CH:11][C:12]([C:36]2[CH:37]=[CH:38][C:39](=[O:49])[N:40]([CH:42]([CH3:48])[C:43]([O:45]CC)=[O:44])[CH:41]=2)=[N:13][C:14]=1[C:15]1[O:19][N:18]=[C:17]([C:20]2[CH:25]=[CH:24][C:23]([CH2:26][N:27]([C:29]([O:31][C:32]([CH3:35])([CH3:34])[CH3:33])=[O:30])[CH3:28])=[CH:22][CH:21]=2)[CH:16]=1)=[O:7])([CH3:4])([CH3:3])[CH3:2].[Li+].[OH-].Cl. The catalyst is C1COCC1. The product is [C:53]([O:52][C:50]([N:8]([C:6]([O:5][C:1]([CH3:2])([CH3:4])[CH3:3])=[O:7])[C:9]1[N:10]=[CH:11][C:12]([C:36]2[CH:37]=[CH:38][C:39](=[O:49])[N:40]([CH:42]([CH3:48])[C:43]([OH:45])=[O:44])[CH:41]=2)=[N:13][C:14]=1[C:15]1[O:19][N:18]=[C:17]([C:20]2[CH:25]=[CH:24][C:23]([CH2:26][N:27]([C:29]([O:31][C:32]([CH3:35])([CH3:34])[CH3:33])=[O:30])[CH3:28])=[CH:22][CH:21]=2)[CH:16]=1)=[O:51])([CH3:54])([CH3:55])[CH3:56]. The yield is 0.460. (6) The reactants are [NH:1]1[C:9]2[C:4](=[CH:5][CH:6]=[C:7]([C:10]([OH:12])=[O:11])[CH:8]=2)[CH:3]=[CH:2]1.CO.[C:15]1(=O)[CH2:20][CH2:19][CH2:18][CH2:17][CH2:16]1.C[O-].[Na+]. The catalyst is C1CCCCC1.O. The product is [C:15]1([C:3]2[C:4]3[C:9](=[CH:8][C:7]([C:10]([OH:12])=[O:11])=[CH:6][CH:5]=3)[NH:1][CH:2]=2)[CH2:20][CH2:19][CH2:18][CH2:17][CH:16]=1. The yield is 1.00. (7) The reactants are Br[C:2]1[N:6]=[C:5]([CH:7]2[CH2:12][CH2:11][CH2:10][N:9]([C:13]([C:15]3[CH:20]=[CH:19][C:18]([F:21])=[CH:17][CH:16]=3)=[O:14])[CH2:8]2)[O:4][N:3]=1.[C:22]1([OH:28])[CH:27]=[CH:26][CH:25]=[CH:24][CH:23]=1. The yield is 0.270. The product is [F:21][C:18]1[CH:19]=[CH:20][C:15]([C:13]([N:9]2[CH2:10][CH2:11][CH2:12][CH:7]([C:5]3[O:4][N:3]=[C:2]([O:28][C:22]4[CH:27]=[CH:26][CH:25]=[CH:24][CH:23]=4)[N:6]=3)[CH2:8]2)=[O:14])=[CH:16][CH:17]=1. No catalyst specified. (8) The reactants are Br[CH:2]1[CH:6]([Br:7])[C:5]2[CH:8]=[C:9]([CH:12]=[O:13])[CH:10]=[CH:11][C:4]=2[O:3]1.[OH-].[K+]. The catalyst is C(O)C.O. The product is [Br:7][C:6]1[C:5]2[CH:8]=[C:9]([CH:12]=[O:13])[CH:10]=[CH:11][C:4]=2[O:3][CH:2]=1. The yield is 0.450.